Dataset: NCI-60 drug combinations with 297,098 pairs across 59 cell lines. Task: Regression. Given two drug SMILES strings and cell line genomic features, predict the synergy score measuring deviation from expected non-interaction effect. (1) Drug 1: CC1C(C(CC(O1)OC2CC(CC3=C2C(=C4C(=C3O)C(=O)C5=C(C4=O)C(=CC=C5)OC)O)(C(=O)C)O)N)O.Cl. Drug 2: C1=CC=C(C=C1)NC(=O)CCCCCCC(=O)NO. Cell line: A549. Synergy scores: CSS=23.6, Synergy_ZIP=-2.44, Synergy_Bliss=3.42, Synergy_Loewe=-7.10, Synergy_HSA=3.25. (2) Drug 1: CCC1=CC2CC(C3=C(CN(C2)C1)C4=CC=CC=C4N3)(C5=C(C=C6C(=C5)C78CCN9C7C(C=CC9)(C(C(C8N6C)(C(=O)OC)O)OC(=O)C)CC)OC)C(=O)OC.C(C(C(=O)O)O)(C(=O)O)O. Drug 2: CN(C(=O)NC(C=O)C(C(C(CO)O)O)O)N=O. Cell line: SF-268. Synergy scores: CSS=21.2, Synergy_ZIP=-2.29, Synergy_Bliss=-4.25, Synergy_Loewe=-4.72, Synergy_HSA=-2.84. (3) Drug 1: CC(CN1CC(=O)NC(=O)C1)N2CC(=O)NC(=O)C2. Drug 2: C1=CC(=CC=C1CCCC(=O)O)N(CCCl)CCCl. Synergy scores: CSS=45.6, Synergy_ZIP=-5.21, Synergy_Bliss=-2.81, Synergy_Loewe=0.528, Synergy_HSA=2.50. Cell line: U251. (4) Drug 1: C1=NC2=C(N=C(N=C2N1C3C(C(C(O3)CO)O)F)Cl)N. Drug 2: C1=CC=C(C=C1)NC(=O)CCCCCCC(=O)NO. Cell line: NCI-H460. Synergy scores: CSS=4.30, Synergy_ZIP=-2.52, Synergy_Bliss=-2.82, Synergy_Loewe=-5.03, Synergy_HSA=-4.59. (5) Drug 1: CC1OCC2C(O1)C(C(C(O2)OC3C4COC(=O)C4C(C5=CC6=C(C=C35)OCO6)C7=CC(=C(C(=C7)OC)O)OC)O)O. Drug 2: C1=C(C(=O)NC(=O)N1)N(CCCl)CCCl. Cell line: HCT-15. Synergy scores: CSS=62.6, Synergy_ZIP=-8.66, Synergy_Bliss=-2.12, Synergy_Loewe=-8.57, Synergy_HSA=0.970. (6) Drug 1: C1=NC(=NC(=O)N1C2C(C(C(O2)CO)O)O)N. Drug 2: CCCCC(=O)OCC(=O)C1(CC(C2=C(C1)C(=C3C(=C2O)C(=O)C4=C(C3=O)C=CC=C4OC)O)OC5CC(C(C(O5)C)O)NC(=O)C(F)(F)F)O. Cell line: HL-60(TB). Synergy scores: CSS=67.8, Synergy_ZIP=-0.292, Synergy_Bliss=-0.628, Synergy_Loewe=4.71, Synergy_HSA=4.91.